Task: Predict the reaction yield, written as a fraction of the theoretical maximum amount of product (1.0 means a 100% yield; for example, 0.34 means a 34% yield).. Dataset: Reaction yield outcomes from USPTO patents with 853,638 reactions (1) The yield is 0.357. The reactants are [CH3:1][O:2][C:3](=[O:49])[CH2:4][CH2:5][C:6]1[C:14]2[C:9](=[CH:10][CH:11]=[CH:12][CH:13]=2)[N:8]([CH2:15][CH2:16][CH2:17][N:18]2[CH2:48][CH2:47][C:21]3([N:25]([C:26]4[CH:31]=[CH:30][CH:29]=[CH:28][CH:27]=4)[CH2:24][N:23]([CH2:32][C:33]4[CH:34]=[C:35]([CH:43]=[CH:44][CH:45]=4)[C:36]([O:38]C(C)(C)C)=[O:37])[C:22]3=[O:46])[CH2:20][CH2:19]2)[CH:7]=1. The product is [CH3:1][O:2][C:3](=[O:49])[CH2:4][CH2:5][C:6]1[C:14]2[C:9](=[CH:10][CH:11]=[CH:12][CH:13]=2)[N:8]([CH2:15][CH2:16][CH2:17][N:18]2[CH2:48][CH2:47][C:21]3([N:25]([C:26]4[CH:31]=[CH:30][CH:29]=[CH:28][CH:27]=4)[CH2:24][N:23]([CH2:32][C:33]4[CH:34]=[C:35]([CH:43]=[CH:44][CH:45]=4)[C:36]([OH:38])=[O:37])[C:22]3=[O:46])[CH2:20][CH2:19]2)[CH:7]=1. The catalyst is Cl.O1CCOCC1. (2) The reactants are Cl.[F:2][C:3]1[CH:8]=[CH:7][CH:6]=[CH:5][C:4]=1[N:9]1[C:17]2[C:12](=[CH:13][CH:14]=[CH:15][CH:16]=2)[C:11]([O:18][CH:19]2[CH2:24][CH2:23][NH:22][CH2:21][CH2:20]2)=[N:10]1.C(=O)([O-])[O-].[Na+].[Na+].CCOCC.[C:36]([OH:45])(=[O:44])[C@@H:37]([C@H:39]([C:41]([OH:43])=[O:42])[OH:40])[OH:38]. The catalyst is O1CCCC1.O. The product is [C:41]([C@@H:39]([C@H:37]([C:36]([OH:45])=[O:44])[OH:38])[OH:40])([OH:43])=[O:42].[F:2][C:3]1[CH:8]=[CH:7][CH:6]=[CH:5][C:4]=1[N:9]1[C:17]2[C:12](=[CH:13][CH:14]=[CH:15][CH:16]=2)[C:11]([O:18][CH:19]2[CH2:24][CH2:23][NH:22][CH2:21][CH2:20]2)=[N:10]1.[C:41]([C@@H:39]([C@H:37]([C:36]([OH:45])=[O:44])[OH:38])[OH:40])([OH:43])=[O:42]. The yield is 0.855. (3) The reactants are Cl[C:2]1[N:7]=[C:6]([Cl:8])[N:5]=[CH:4][N:3]=1.CCN(C(C)C)C(C)C.[NH2:18][C:19]1[NH:20][C:21]2[CH:27]=[CH:26][CH:25]=[CH:24][C:22]=2[N:23]=1.O. The catalyst is CN(C=O)C. The product is [Cl:8][C:6]1[N:5]=[CH:4][N:3]=[C:2]([N:20]2[C:21]3[CH:27]=[CH:26][CH:25]=[CH:24][C:22]=3[N:23]=[C:19]2[NH2:18])[N:7]=1. The yield is 0.830. (4) The reactants are Cl[C:2]1[N:3]=[C:4]([NH:11][CH:12]2[CH2:14][CH2:13]2)[C:5]2[O:10][CH:9]=[CH:8][C:6]=2[N:7]=1.[Cl:15][C:16]1[CH:17]=[C:18]([CH:20]=[CH:21][C:22]=1[N:23]1[CH2:28][CH2:27][N:26]([CH3:29])[CH2:25][CH2:24]1)[NH2:19].CC(C1C=C(C(C)C)C(C2C=CC=CC=2P(C2CCCCC2)C2CCCCC2)=C(C(C)C)C=1)C.C([O-])([O-])=O.[K+].[K+]. The catalyst is C1C=CC(/C=C/C(/C=C/C2C=CC=CC=2)=O)=CC=1.C1C=CC(/C=C/C(/C=C/C2C=CC=CC=2)=O)=CC=1.C1C=CC(/C=C/C(/C=C/C2C=CC=CC=2)=O)=CC=1.[Pd].[Pd].CC(O)(C)C. The product is [Cl:15][C:16]1[CH:17]=[C:18]([NH:19][C:2]2[N:3]=[C:4]([NH:11][CH:12]3[CH2:14][CH2:13]3)[C:5]3[O:10][CH:9]=[CH:8][C:6]=3[N:7]=2)[CH:20]=[CH:21][C:22]=1[N:23]1[CH2:24][CH2:25][N:26]([CH3:29])[CH2:27][CH2:28]1. The yield is 0.430. (5) The reactants are [CH3:1][C:2]([OH:7])([CH3:6])[CH2:3][CH2:4][OH:5].[C:8]1([CH3:18])[CH:13]=[CH:12][C:11]([S:14](Cl)(=[O:16])=[O:15])=[CH:10][CH:9]=1.C(OCC)(=O)C. The catalyst is N1C=CC=CC=1. The product is [CH3:18][C:8]1[CH:13]=[CH:12][C:11]([S:14]([O:5][CH2:4][CH2:3][C:2]([OH:7])([CH3:6])[CH3:1])(=[O:16])=[O:15])=[CH:10][CH:9]=1. The yield is 0.350. (6) The reactants are [N+:1]([O-:4])([O-])=O.[Na+].C(O)(=O)C(O)=O.[N:12]([CH2:15][CH2:16][NH:17][CH2:18][CH2:19][N:20]=[N+:21]=[N-:22])=[N+:13]=[N-:14].CCCCCC. The product is [N:20]([CH2:19][CH2:18][N:17]([CH2:16][CH2:15][N:12]=[N+:13]=[N-:14])[N:1]=[O:4])=[N+:21]=[N-:22]. The catalyst is C(Cl)Cl. The yield is 0.840. (7) The reactants are [Cl-].[C:2]([O:6][C:7](=[O:10])[CH2:8][Zn+])([CH3:5])([CH3:4])[CH3:3].[Br:11][C:12]1[CH:13]=[C:14]2[C:25](=[CH:26][CH:27]=1)[O:24][C:17]1[C:18]([F:23])=[N:19][C:20]([Cl:22])=[CH:21][C:16]=1/[C:15]/2=[N:28]\[S:29]([C:31]([CH3:34])([CH3:33])[CH3:32])=[O:30]. The catalyst is C1COCC1.CCOC(C)=O. The product is [Br:11][C:12]1[CH:13]=[C:14]2[C:25](=[CH:26][CH:27]=1)[O:24][C:17]1[C:18]([F:23])=[N:19][C:20]([Cl:22])=[CH:21][C:16]=1[C:15]2([CH2:8][C:7]([O:6][C:2]([CH3:5])([CH3:4])[CH3:3])=[O:10])[NH:28][S:29]([C:31]([CH3:34])([CH3:33])[CH3:32])=[O:30]. The yield is 0.591. (8) The reactants are [C:1]([C:3]1[N:4]=[CH:5][N:6]([CH3:11])[C:7]=1[C:8](O)=[O:9])#[N:2].[CH2:12]([SH:14])[CH3:13].C1CCC(N=C=NC2CCCCC2)CC1. The catalyst is CN(C1C=CN=CC=1)C.C(Cl)Cl. The product is [C:1]([C:3]1[N:4]=[CH:5][N:6]([CH3:11])[C:7]=1[C:8](=[O:9])[S:14][CH2:12][CH3:13])#[N:2]. The yield is 0.930. (9) The reactants are [C:1]([O:4][CH2:5]Br)(=[O:3])[CH3:2].[CH2:7]([O:14][C:15]1[CH:20]=[CH:19][C:18]([CH2:21][CH2:22][CH:23]([CH2:27][CH2:28][CH2:29][C:30]2[CH:35]=[CH:34][CH:33]=[CH:32][CH:31]=2)[C:24]([OH:26])=[O:25])=[CH:17][CH:16]=1)[C:8]1[CH:13]=[CH:12][CH:11]=[CH:10][CH:9]=1.CCN(C(C)C)C(C)C. The catalyst is CC#N. The product is [CH2:7]([O:14][C:15]1[CH:20]=[CH:19][C:18]([CH2:21][CH2:22][CH:23]([CH2:27][CH2:28][CH2:29][C:30]2[CH:31]=[CH:32][CH:33]=[CH:34][CH:35]=2)[C:24]([O:26][CH2:5][O:4][C:1](=[O:3])[CH3:2])=[O:25])=[CH:17][CH:16]=1)[C:8]1[CH:9]=[CH:10][CH:11]=[CH:12][CH:13]=1. The yield is 0.710.